From a dataset of Forward reaction prediction with 1.9M reactions from USPTO patents (1976-2016). Predict the product of the given reaction. (1) Given the reactants [CH3:1][C:2]1[O:3][C:4]2[C:9]([C:10](=[O:12])[CH:11]=1)=[CH:8][CH:7]=[CH:6][C:5]=2[CH:13]=O.O=[C:16]([CH3:23])[CH2:17][C:18]([O:20][CH2:21][CH3:22])=[O:19].[NH2:24][C:25]([CH3:36])=[CH:26][C:27]([C:29]1[CH:34]=[CH:33][C:32]([F:35])=[CH:31][CH:30]=1)=[O:28].C(O)(=O)C, predict the reaction product. The product is: [CH3:23][C:16]1[NH:24][C:25]([CH3:36])=[C:26]([C:27](=[O:28])[C:29]2[CH:34]=[CH:33][C:32]([F:35])=[CH:31][CH:30]=2)[CH:13]([C:5]2[CH:6]=[CH:7][CH:8]=[C:9]3[C:4]=2[O:3][C:2]([CH3:1])=[CH:11][C:10]3=[O:12])[C:17]=1[C:18]([O:20][CH2:21][CH3:22])=[O:19]. (2) Given the reactants [CH2:1](O)[CH2:2][CH3:3].[NH2:5][CH:6]([C:11]1[CH:16]=[CH:15][C:14]([CH3:17])=[CH:13][CH:12]=1)[CH2:7][C:8]([OH:10])=[O:9].S(=O)(=O)(O)O, predict the reaction product. The product is: [NH2:5][CH:6]([C:11]1[CH:12]=[CH:13][C:14]([CH3:17])=[CH:15][CH:16]=1)[CH2:7][C:8]([O:10][CH2:1][CH2:2][CH3:3])=[O:9]. (3) Given the reactants Br[C:2]1[S:3][C:4]([Cl:25])=[C:5]([C:7]([NH:9][C:10]2[CH:15]=[C:14]([CH3:16])[CH:13]=[CH:12][C:11]=2[CH2:17][C:18]([O:20][C:21]([CH3:24])([CH3:23])[CH3:22])=[O:19])=[O:8])[N:6]=1.[F:26][C:27]1[CH:28]=[C:29]([CH:39]=[C:40](B2OC(C)(C)C(C)(C)O2)[CH:41]=1)[CH2:30][NH:31][C:32](=[O:38])[O:33][C:34]([CH3:37])([CH3:36])[CH3:35].C(Cl)Cl.C([O-])([O-])=O.[K+].[K+], predict the reaction product. The product is: [C:34]([O:33][C:32]([NH:31][CH2:30][C:29]1[CH:39]=[C:40]([C:2]2[S:3][C:4]([Cl:25])=[C:5]([C:7]([NH:9][C:10]3[CH:15]=[C:14]([CH3:16])[CH:13]=[CH:12][C:11]=3[CH2:17][C:18]([O:20][C:21]([CH3:24])([CH3:23])[CH3:22])=[O:19])=[O:8])[N:6]=2)[CH:41]=[C:27]([F:26])[CH:28]=1)=[O:38])([CH3:37])([CH3:35])[CH3:36]. (4) Given the reactants [C:1]([C:5]1[N:10]=[CH:9][C:8]([C:11]2[N:12]([C:32]([N:34]3[CH2:39][CH2:38][CH:37]([CH2:40][C:41]([OH:43])=O)[CH2:36][CH2:35]3)=[O:33])[C@@:13]([C:25]3[CH:30]=[CH:29][C:28]([Cl:31])=[CH:27][CH:26]=3)([CH3:24])[C@@:14]([C:17]3[CH:22]=[CH:21][C:20]([Cl:23])=[CH:19][CH:18]=3)([CH3:16])[N:15]=2)=[C:7]([O:44][CH2:45][CH3:46])[CH:6]=1)([CH3:4])([CH3:3])[CH3:2].[C:47]1([C@H:53]([NH2:55])[CH3:54])[CH:52]=[CH:51][CH:50]=[CH:49][CH:48]=1, predict the reaction product. The product is: [C:1]([C:5]1[N:10]=[CH:9][C:8]([C:11]2[N:12]([C:32]([N:34]3[CH2:35][CH2:36][CH:37]([CH2:40][C:41]([NH:55][C@@H:53]([C:47]4[CH:52]=[CH:51][CH:50]=[CH:49][CH:48]=4)[CH3:54])=[O:43])[CH2:38][CH2:39]3)=[O:33])[C@@:13]([C:25]3[CH:30]=[CH:29][C:28]([Cl:31])=[CH:27][CH:26]=3)([CH3:24])[C@@:14]([C:17]3[CH:22]=[CH:21][C:20]([Cl:23])=[CH:19][CH:18]=3)([CH3:16])[N:15]=2)=[C:7]([O:44][CH2:45][CH3:46])[CH:6]=1)([CH3:4])([CH3:2])[CH3:3]. (5) The product is: [C:1]([N:4]([C:33]1[CH:34]=[CH:35][C:36]([Cl:39])=[CH:37][CH:38]=1)[C@H:5]1[C:14]2[C:9](=[CH:10][CH:11]=[CH:12][CH:13]=2)[N:8]([C:15]([C:17]2[CH:18]=[CH:19][C:20]([N:64]3[CH2:59][CH2:60][CH:61]([C:80]([NH2:77])=[O:49])[CH2:62][CH2:63]3)=[CH:21][CH:22]=2)=[O:16])[C@@H:7]([CH3:32])[CH2:6]1)(=[O:3])[CH3:2]. Given the reactants [C:1]([N:4]([C:33]1[CH:38]=[CH:37][C:36]([Cl:39])=[CH:35][CH:34]=1)[C@H:5]1[C:14]2[C:9](=[CH:10][CH:11]=[CH:12][CH:13]=2)[N:8]([C:15]([C:17]2[CH:22]=[CH:21][C:20](N3CCC(C(O)=O)CC3)=[CH:19][CH:18]=2)=[O:16])[C@@H:7]([CH3:32])[CH2:6]1)(=[O:3])[CH3:2].C1C=CC2N([OH:49])N=NC=2C=1.CN(C(ON1N=N[C:60]2[CH:61]=[CH:62][CH:63]=[N:64][C:59]1=2)=[N+](C)C)C.F[P-](F)(F)(F)(F)F.C([N:77]([CH:80](C)C)CC)(C)C.[Cl-].[NH4+], predict the reaction product.